From a dataset of Forward reaction prediction with 1.9M reactions from USPTO patents (1976-2016). Predict the product of the given reaction. (1) Given the reactants [F:1][C:2]([F:22])([C:12]([F:21])([F:20])[C:13]([F:19])([F:18])[C:14]([F:17])([F:16])[F:15])[CH2:3][CH2:4][SiH:5]([CH:9]([CH3:11])[CH3:10])[CH:6]([CH3:8])[CH3:7].C([Br:26])C=C, predict the reaction product. The product is: [F:22][C:2]([F:1])([C:12]([F:20])([F:21])[C:13]([F:18])([F:19])[C:14]([F:15])([F:16])[F:17])[CH2:3][CH2:4][Si:5]([Br:26])([CH:9]([CH3:11])[CH3:10])[CH:6]([CH3:8])[CH3:7]. (2) Given the reactants I[C:2]1[CH:3]=[C:4]([CH:8]=[CH:9][CH:10]=1)[C:5]([OH:7])=[O:6].[C:11](=[O:14])([O-])[O-:12].[K+].[K+].[S-2:17].[Na+].[Na+].O, predict the reaction product. The product is: [C:5]([C:4]1[CH:8]=[CH:9][CH:10]=[CH:2][C:3]=1[S:17][C:2]1[CH:10]=[C:9]([C:11]([OH:12])=[O:14])[CH:8]=[CH:4][CH:3]=1)([OH:7])=[O:6]. (3) Given the reactants [Cl:1][C:2]1[N:7]=[C:6]([NH:8][CH2:9][C@H:10]2[CH2:15][CH2:14]C[N:12]([C:16]([O:18][C:19]([CH3:22])([CH3:21])[CH3:20])=[O:17])[CH2:11]2)[C:5]([C:23]#[C:24][C:25]2[CH:30]=[CH:29][CH:28]=[CH:27][C:26]=2[Cl:31])=[CH:4][N:3]=1.BrC1C(NC[C@H]2CCN(C(OC(C)(C)C)=O)C2)=NC(Cl)=NC=1, predict the reaction product. The product is: [Cl:1][C:2]1[N:7]=[C:6]([NH:8][CH2:9][C@H:10]2[CH2:15][CH2:14][N:12]([C:16]([O:18][C:19]([CH3:20])([CH3:21])[CH3:22])=[O:17])[CH2:11]2)[C:5]([C:23]#[C:24][C:25]2[CH:30]=[CH:29][CH:28]=[CH:27][C:26]=2[Cl:31])=[CH:4][N:3]=1. (4) Given the reactants [C:1]([O:5][C:6]([N:8]1[CH2:13][CH2:12][NH:11][CH:10]([C:14]([NH2:16])=[O:15])[CH2:9]1)=[O:7])([CH3:4])([CH3:3])[CH3:2].C=O.[C:19](O[BH-](OC(=O)C)OC(=O)C)(=O)C.[Na+], predict the reaction product. The product is: [C:1]([O:5][C:6]([N:8]1[CH2:13][CH2:12][N:11]([CH3:19])[CH:10]([C:14]([NH2:16])=[O:15])[CH2:9]1)=[O:7])([CH3:4])([CH3:2])[CH3:3]. (5) Given the reactants C([O:4][CH2:5][C:6]1[CH:11]=[CH:10][CH:9]=[C:8]([CH:12]([NH:14][C:15]([C@@H:17]2[C:26]3[C:21](=[CH:22][CH:23]=[CH:24][CH:25]=3)[C:20](=[O:27])[N:19]([C@H:28]3[CH2:33][CH2:32][CH2:31][CH2:30][C@@H:29]3[NH:34][S:35]([CH3:38])(=[O:37])=[O:36])[C@H:18]2[C:39]2[CH:44]=[CH:43][C:42]([Cl:45])=[CH:41][C:40]=2[Cl:46])=[O:16])[CH3:13])[N+:7]=1[O-:47])(=O)C.O.NN.C(OCC)(=O)C, predict the reaction product. The product is: [Cl:46][C:40]1[CH:41]=[C:42]([Cl:45])[CH:43]=[CH:44][C:39]=1[C@H:18]1[C@H:17]([C:15]([NH:14][CH:12]([C:8]2[CH:9]=[CH:10][CH:11]=[C:6]([CH2:5][OH:4])[N+:7]=2[O-:47])[CH3:13])=[O:16])[C:26]2[C:21](=[CH:22][CH:23]=[CH:24][CH:25]=2)[C:20](=[O:27])[N:19]1[C@H:28]1[CH2:33][CH2:32][CH2:31][CH2:30][C@@H:29]1[NH:34][S:35]([CH3:38])(=[O:36])=[O:37]. (6) Given the reactants C1(C)C=CC=CC=1.C(#N)C.[Cl:11][C:12]1[CH:13]=[C:14]([OH:19])[CH:15]=[N:16][C:17]=1[Cl:18].[C:20]([O:23][C@@H:24]1[C@@H:29]([O:30][C:31](=[O:33])[CH3:32])[C@H:28]([O:34][C:35](=[O:37])[CH3:36])[CH2:27][S:26][C@@H:25]1Br)(=[O:22])[CH3:21], predict the reaction product. The product is: [C:20]([O:23][C@@H:24]1[C@@H:29]([O:30][C:31](=[O:33])[CH3:32])[C@H:28]([O:34][C:35](=[O:37])[CH3:36])[CH2:27][S:26][C@H:25]1[O:19][C:14]1[CH:15]=[N:16][C:17]([Cl:18])=[C:12]([Cl:11])[CH:13]=1)(=[O:22])[CH3:21]. (7) Given the reactants [N:1]([C:4]1[N:5]=[N:6][C:7]([N:10]=[N+:11]=[N-])=[N:8][N:9]=1)=[N+:2]=[N-].CC1C=C(C)N(C2N=NC(N3C(C)=CC(C)=N3)=NN=2)N=1.NN.O, predict the reaction product. The product is: [NH:1]([C:4]1[N:5]=[N:6][C:7]([NH:10][NH2:11])=[N:8][N:9]=1)[NH2:2]. (8) The product is: [Cl:17][C:8]1[C:9]2[CH:13]=[CH:12][S:11][C:10]=2[N:5]=[CH:6][N:7]=1. Given the reactants C([O-])=O.[NH4+].[N:5]1[C:10]2[S:11][CH:12]=[CH:13][C:9]=2[C:8](O)=[N:7][CH:6]=1.S(Cl)([Cl:17])=O.CN(C=O)C, predict the reaction product.